From a dataset of Full USPTO retrosynthesis dataset with 1.9M reactions from patents (1976-2016). Predict the reactants needed to synthesize the given product. (1) Given the product [O:27]1[C:28]2[CH:33]=[CH:32][CH:31]=[CH:30][C:29]=2[C:25]([N:19]2[CH2:20][CH2:21][N:22]([C:6]([C:5]3[CH:9]=[CH:10][C:2]([CH3:1])=[C:3]([C:11]#[C:12][C:13]4[CH:18]=[CH:17][CH:16]=[CH:15][N:14]=4)[CH:4]=3)=[O:8])[CH2:23][CH2:24]2)=[N:26]1, predict the reactants needed to synthesize it. The reactants are: [CH3:1][C:2]1[CH:10]=[CH:9][C:5]([C:6]([OH:8])=O)=[CH:4][C:3]=1[C:11]#[C:12][C:13]1[CH:18]=[CH:17][CH:16]=[CH:15][N:14]=1.[N:19]1([C:25]2[C:29]3[CH:30]=[CH:31][CH:32]=[CH:33][C:28]=3[O:27][N:26]=2)[CH2:24][CH2:23][NH:22][CH2:21][CH2:20]1.C(N(CC)CC)C.CCN=C=NCCCN(C)C.Cl.C1C=CC2N(O)N=NC=2C=1. (2) Given the product [Cl:1][C:2]1[CH:7]=[CH:6][CH:5]=[CH:4][C:3]=1[CH2:8][CH2:9][N:10]([CH2:11][CH2:12][CH2:13][S:14][CH2:15][CH2:16][OH:17])[C:27](=[O:28])[O:29][C:30]([CH3:33])([CH3:32])[CH3:31], predict the reactants needed to synthesize it. The reactants are: [Cl:1][C:2]1[CH:7]=[CH:6][CH:5]=[CH:4][C:3]=1[CH2:8][CH2:9][NH:10][CH2:11][CH2:12][CH2:13][S:14][CH2:15][CH2:16][OH:17].CCN(C(C)C)C(C)C.[C:27](O[C:27]([O:29][C:30]([CH3:33])([CH3:32])[CH3:31])=[O:28])([O:29][C:30]([CH3:33])([CH3:32])[CH3:31])=[O:28]. (3) Given the product [Cl:8][C:9]1[C:14]([C:15]2[C:20]([F:21])=[CH:19][C:18]([F:22])=[CH:17][C:16]=2[F:23])=[C:13]([CH2:1][CH2:2][CH2:3][CH2:4][CH2:5][CH3:6])[N:12]2[N:25]=[CH:26][CH:27]=[C:11]2[N:10]=1, predict the reactants needed to synthesize it. The reactants are: [CH2:1]([Li])[CH2:2][CH2:3][CH2:4][CH2:5][CH3:6].[Cl:8][C:9]1[C:14]([C:15]2[C:20]([F:21])=[CH:19][C:18]([F:22])=[CH:17][C:16]=2[F:23])=[C:13](Cl)[N:12]2[N:25]=[CH:26][CH:27]=[C:11]2[N:10]=1. (4) Given the product [C:18]([C:15]1[CH:14]=[CH:13][C:12]([O:11][CH2:10][CH2:9][O:8][CH2:7][CH2:6][N:29]2[CH2:28][CH:27]3[CH2:33][CH:31]([CH2:32][N:25]([C:23]([NH:22][CH2:20][CH3:21])=[O:24])[CH2:26]3)[CH2:30]2)=[CH:17][CH:16]=1)#[N:19], predict the reactants needed to synthesize it. The reactants are: CS(O[CH2:6][CH2:7][O:8][CH2:9][CH2:10][O:11][C:12]1[CH:17]=[CH:16][C:15]([C:18]#[N:19])=[CH:14][CH:13]=1)(=O)=O.[CH2:20]([NH:22][C:23]([N:25]1[CH2:32][CH:31]2[CH2:33][CH:27]([CH2:28][NH:29][CH2:30]2)[CH2:26]1)=[O:24])[CH3:21].C([O-])([O-])=O.[K+].[K+]. (5) The reactants are: [OH:1][CH2:2][CH2:3][N:4]1[CH2:9][CH2:8][N:7]([CH2:10][CH2:11][N:12]2[CH2:17][CH2:16][CH:15]=[C:14]([C:18]([O:20][CH3:21])=[O:19])[CH2:13]2)[CH2:6][CH2:5]1.[CH2:22]([C:26]([CH2:34]CCC)([CH2:30]CCC)[SiH:27](Cl)[CH3:28])CCC.N1C=CC=C[CH:39]=1. Given the product [O:1]([CH2:2][CH2:3][N:4]1[CH2:5][CH2:6][N:7]([CH2:10][CH2:11][N:12]2[CH2:17][CH2:16][CH:15]=[C:14]([C:18]([O:20][CH3:21])=[O:19])[CH2:13]2)[CH2:8][CH2:9]1)[Si:27]([C:26]([CH3:34])([CH3:30])[CH3:22])([CH3:39])[CH3:28], predict the reactants needed to synthesize it.